From a dataset of Full USPTO retrosynthesis dataset with 1.9M reactions from patents (1976-2016). Predict the reactants needed to synthesize the given product. (1) Given the product [Br:9][C:10]1[CH:11]=[C:12]2[C:13](=[CH:14][CH:15]=1)[C:19](=[O:21])[CH2:18][CH:17]([CH3:22])[CH2:16]2, predict the reactants needed to synthesize it. The reactants are: FC(F)(F)S(O)(=O)=O.[Br:9][C:10]1[CH:11]=[C:12]([CH2:16][CH:17]([CH3:22])[CH2:18][C:19]([OH:21])=O)[CH:13]=[CH:14][CH:15]=1. (2) Given the product [O:77]=[S:73]1(=[O:76])[CH2:72][CH2:71][N:70]([CH:67]([C:65]2[N:66]=[C:61]([NH:1][C:2]3[S:6][C:5]([C:7]4[CH:8]=[CH:9][C:10]([C:13]([OH:16])([CH3:15])[CH3:14])=[CH:11][CH:12]=4)=[N:4][C:3]=3[C:17]([NH2:19])=[O:18])[CH:62]=[CH:63][CH:64]=2)[CH2:68][OH:69])[CH2:75][CH2:74]1, predict the reactants needed to synthesize it. The reactants are: [NH2:1][C:2]1[S:6][C:5]([C:7]2[CH:12]=[CH:11][C:10]([C:13]([OH:16])([CH3:15])[CH3:14])=[CH:9][CH:8]=2)=[N:4][C:3]=1[C:17]([NH2:19])=[O:18].CC(C1C=C(C(C)C)C(C2C=CC=CC=2P(C2CCCCC2)C2CCCCC2)=C(C(C)C)C=1)C.C(=O)([O-])[O-].[K+].[K+].Br[C:61]1[N:66]=[C:65]([CH:67]([N:70]2[CH2:75][CH2:74][S:73](=[O:77])(=[O:76])[CH2:72][CH2:71]2)[CH2:68][OH:69])[CH:64]=[CH:63][CH:62]=1.